From a dataset of NCI-60 drug combinations with 297,098 pairs across 59 cell lines. Regression. Given two drug SMILES strings and cell line genomic features, predict the synergy score measuring deviation from expected non-interaction effect. (1) Cell line: MDA-MB-231. Drug 2: CS(=O)(=O)OCCCCOS(=O)(=O)C. Synergy scores: CSS=10.5, Synergy_ZIP=-0.596, Synergy_Bliss=9.08, Synergy_Loewe=2.26, Synergy_HSA=2.62. Drug 1: C1CN(CCN1C(=O)CCBr)C(=O)CCBr. (2) Drug 1: C1CC(C1)(C(=O)O)C(=O)O.[NH2-].[NH2-].[Pt+2]. Synergy scores: CSS=7.91, Synergy_ZIP=0.252, Synergy_Bliss=5.34, Synergy_Loewe=-5.62, Synergy_HSA=-3.79. Cell line: SF-268. Drug 2: C1=NNC2=C1C(=O)NC=N2. (3) Drug 1: CN1CCC(CC1)COC2=C(C=C3C(=C2)N=CN=C3NC4=C(C=C(C=C4)Br)F)OC. Drug 2: CS(=O)(=O)C1=CC(=C(C=C1)C(=O)NC2=CC(=C(C=C2)Cl)C3=CC=CC=N3)Cl. Cell line: SN12C. Synergy scores: CSS=1.97, Synergy_ZIP=-4.42, Synergy_Bliss=-2.98, Synergy_Loewe=-9.15, Synergy_HSA=-2.98. (4) Drug 1: CCCS(=O)(=O)NC1=C(C(=C(C=C1)F)C(=O)C2=CNC3=C2C=C(C=N3)C4=CC=C(C=C4)Cl)F. Drug 2: CCCCCOC(=O)NC1=NC(=O)N(C=C1F)C2C(C(C(O2)C)O)O. Cell line: UACC62. Synergy scores: CSS=45.8, Synergy_ZIP=4.61, Synergy_Bliss=4.64, Synergy_Loewe=-28.9, Synergy_HSA=4.65. (5) Drug 1: C1=CN(C(=O)N=C1N)C2C(C(C(O2)CO)O)O.Cl. Drug 2: CS(=O)(=O)CCNCC1=CC=C(O1)C2=CC3=C(C=C2)N=CN=C3NC4=CC(=C(C=C4)OCC5=CC(=CC=C5)F)Cl. Cell line: MOLT-4. Synergy scores: CSS=71.0, Synergy_ZIP=-0.321, Synergy_Bliss=-0.430, Synergy_Loewe=-14.5, Synergy_HSA=0.0620. (6) Drug 2: C(CC(=O)O)C(=O)CN.Cl. Cell line: MDA-MB-435. Drug 1: CC1=CC2C(CCC3(C2CCC3(C(=O)C)OC(=O)C)C)C4(C1=CC(=O)CC4)C. Synergy scores: CSS=-7.08, Synergy_ZIP=2.57, Synergy_Bliss=-1.73, Synergy_Loewe=-7.26, Synergy_HSA=-6.83.